Task: Predict the product of the given reaction.. Dataset: Forward reaction prediction with 1.9M reactions from USPTO patents (1976-2016) The product is: [F:11][C:3]1[CH:4]=[C:5]([N+:8]([O-:10])=[O:9])[CH:6]=[CH:7][C:2]=1[N:15]1[CH2:16][CH:13]([OH:12])[CH2:14]1. Given the reactants F[C:2]1[CH:7]=[CH:6][C:5]([N+:8]([O-:10])=[O:9])=[CH:4][C:3]=1[F:11].[OH:12][CH:13]1[CH2:16][NH:15][CH2:14]1.Cl, predict the reaction product.